This data is from Catalyst prediction with 721,799 reactions and 888 catalyst types from USPTO. The task is: Predict which catalyst facilitates the given reaction. (1) Product: [ClH:24].[Cl:24][C:25]1[CH:44]=[CH:43][C:28]([NH:29][C:30]2[C:39]3[C:34](=[CH:35][C:36]([O:23][CH2:22]/[CH:21]=[CH:20]/[CH2:19][N:16]4[CH2:17][CH2:18][O:13][CH2:14][CH2:15]4)=[C:37]([O:40][CH3:41])[CH:38]=3)[N:33]=[CH:32][N:31]=2)=[C:27]([F:45])[CH:26]=1. Reactant: N(C(OCC)=O)=NC(OCC)=O.[O:13]1[CH2:18][CH2:17][N:16]([CH2:19]/[CH:20]=[CH:21]/[CH2:22][OH:23])[CH2:15][CH2:14]1.[Cl:24][C:25]1[CH:44]=[CH:43][C:28]([NH:29][C:30]2[C:39]3[C:34](=[CH:35][C:36](O)=[C:37]([O:40][CH3:41])[CH:38]=3)[N:33]=[CH:32][N:31]=2)=[C:27]([F:45])[CH:26]=1.C1(P(C2C=CC=CC=2)C2C=CC=CC=2)C=CC=CC=1. The catalyst class is: 2. (2) Reactant: [F:1][C:2]1[CH:7]=[CH:6][CH:5]=[C:4]([F:8])[C:3]=1[OH:9].C(=O)([O-])[O-].[K+].[K+].[F:16][C:17]1[C:22](F)=[C:21]([O:24][C:25]2[CH:26]=[N:27][C:28]([S:31]([CH3:34])(=[O:33])=[O:32])=[CH:29][CH:30]=2)[CH:20]=[C:19]([N+:35]([O-])=O)[C:18]=1[NH:38][C:39]([C:41]1[CH:46]=[N:45][CH:44]=[CH:43][N:42]=1)=O.O.O.[Sn](Cl)Cl.C1(C)C=CC(S(O)(=O)=O)=CC=1. Product: [F:1][C:2]1[CH:7]=[CH:6][CH:5]=[C:4]([F:8])[C:3]=1[O:9][C:22]1[C:21]([O:24][C:25]2[CH:26]=[N:27][C:28]([S:31]([CH3:34])(=[O:33])=[O:32])=[CH:29][CH:30]=2)=[CH:20][C:19]2[NH:35][C:39]([C:41]3[CH:46]=[N:45][CH:44]=[CH:43][N:42]=3)=[N:38][C:18]=2[C:17]=1[F:16]. The catalyst class is: 60. (3) Product: [O-:10][C:8]([C:7]([F:12])([F:11])[F:6])=[O:9].[NH+:1]1[NH:2][CH:3]=[N:4][CH:5]=1. Reactant: [NH:1]1[CH:5]=[N:4][CH:3]=[N:2]1.[F:6][C:7]([F:12])([F:11])[C:8]([OH:10])=[O:9]. The catalyst class is: 6. (4) Reactant: [CH2:1]([C:4]1([CH:33]([CH3:35])[CH3:34])[CH2:8][CH:7]([OH:9])[N:6]([CH2:10][C:11]2[CH:16]=[C:15]([C:17]([F:20])([F:19])[F:18])[CH:14]=[CH:13][C:12]=2O[Si](C(C)C)(C(C)C)C(C)C)[C:5]1=[O:32])[CH:2]=[CH2:3].C(O)(C(F)(F)F)=O. Product: [CH2:1]([C:4]1([CH:33]([CH3:34])[CH3:35])[C:5](=[O:32])[N:6]2[CH:7]([O:9][C:12]3[CH:13]=[CH:14][C:15]([C:17]([F:18])([F:20])[F:19])=[CH:16][C:11]=3[CH2:10]2)[CH2:8]1)[CH:2]=[CH2:3]. The catalyst class is: 49. (5) Reactant: Cl[C:2]1[N:9]=[C:8]([C:10]([F:13])([F:12])[F:11])[CH:7]=[CH:6][C:3]=1[CH:4]=[O:5].[CH:14]1(B(O)O)[CH2:16][CH2:15]1.C(=O)([O-])[O-].[Na+].[Na+]. Product: [CH:14]1([C:2]2[N:9]=[C:8]([C:10]([F:13])([F:12])[F:11])[CH:7]=[CH:6][C:3]=2[CH:4]=[O:5])[CH2:16][CH2:15]1. The catalyst class is: 882.